Predict the reaction yield, written as a fraction of the theoretical maximum amount of product (1.0 means a 100% yield; for example, 0.34 means a 34% yield). From a dataset of Reaction yield outcomes from USPTO patents with 853,638 reactions. (1) The reactants are [Br:1][C:2]1[CH:7]=[CH:6][C:5]([C:8]2[NH:12][C:11]([C@@H:13]3[CH2:17][CH2:16][C@H:15]([CH3:18])[N:14]3[C:19]([O:21]C(C)(C)C)=O)=[N:10][CH:9]=2)=[CH:4][CH:3]=1.Cl.[CH3:27][O:28][C:29]([NH:31][C@@H:32]([CH:36]([CH3:38])[CH3:37])C(O)=O)=[O:30].CN(C(ON1N=NC2C=CC=NC1=2)=[N+](C)C)C.F[P-](F)(F)(F)(F)F.CCN(C(C)C)C(C)C. The catalyst is C(Cl)Cl.CCOC(C)=O.CN(C=O)C.CO. The product is [Br:1][C:2]1[CH:7]=[CH:6][C:5]([C:8]2[NH:12][C:11]([C@@H:13]3[CH2:17][CH2:16][C@H:15]([CH3:18])[N:14]3[C:19](=[O:21])[C@@H:32]([NH:31][C:29](=[O:30])[O:28][CH3:27])[CH:36]([CH3:38])[CH3:37])=[N:10][CH:9]=2)=[CH:4][CH:3]=1. The yield is 0.790. (2) The reactants are Br[C:2]1[N:7]=[N:6][C:5]([NH2:8])=[N:4][C:3]=1[C:9]1[CH:14]=[CH:13][C:12]([F:15])=[CH:11][C:10]=1[F:16].[Cl:17][C:18]1[CH:19]=[C:20](B(O)O)[CH:21]=[CH:22][CH:23]=1. No catalyst specified. The product is [Cl:17][C:18]1[CH:23]=[C:22]([C:2]2[N:7]=[N:6][C:5]([NH2:8])=[N:4][C:3]=2[C:9]2[CH:14]=[CH:13][C:12]([F:15])=[CH:11][C:10]=2[F:16])[CH:21]=[CH:20][CH:19]=1. The yield is 0.150. (3) The catalyst is C(OCC)C. The reactants are Br[C:2]1[S:3][CH:4]=[CH:5][CH:6]=1.[Mg].[C:8]([O:14][CH3:15])(=[O:13])[C:9](OC)=[O:10].S(=O)(=O)(O)O. The yield is 0.600. The product is [CH3:15][O:14][C:8](=[O:13])[C:9]([OH:10])([C:2]1[S:3][CH:4]=[CH:5][CH:6]=1)[C:2]1[S:3][CH:4]=[CH:5][CH:6]=1. (4) The reactants are [N:1]1([CH2:15][C:16]2[N:17]=[C:18]3[CH:23]=[CH:22][CH:21]=[C:20]([N:24]4[CH2:29][CH2:28][N:27]([CH2:30][CH2:31][NH:32]C(=O)OC(C)(C)C)[CH2:26][CH2:25]4)[N:19]3[CH:40]=2)[C@H:14]2[C@H:5]([CH2:6][CH2:7][C:8]3[C:13]2=[N:12][CH:11]=[CH:10][CH:9]=3)[CH2:4][CH2:3][CH2:2]1.FC(F)(F)C(O)=O. The catalyst is ClCCl. The product is [N:1]1([CH2:15][C:16]2[N:17]=[C:18]3[CH:23]=[CH:22][CH:21]=[C:20]([N:24]4[CH2:25][CH2:26][N:27]([CH2:30][CH2:31][NH2:32])[CH2:28][CH2:29]4)[N:19]3[CH:40]=2)[C@H:14]2[C@H:5]([CH2:6][CH2:7][C:8]3[C:13]2=[N:12][CH:11]=[CH:10][CH:9]=3)[CH2:4][CH2:3][CH2:2]1. The yield is 0.870. (5) The reactants are [CH3:1][NH:2][CH2:3][C:4]1[CH:5]=[C:6]([C:10]2[CH:15]=[CH:14][C:13]([CH:16]=[C:17]3[S:21][C:20](=[O:22])[NH:19][C:18]3=[O:23])=[CH:12][CH:11]=2)[CH:7]=[CH:8][CH:9]=1.[C:24](=[O:27])([O-])[O-:25].[Na+].[Na+].[CH:30]1[C:42]2[CH:41]([CH2:43]Cl)[C:40]3[C:35](=[CH:36][CH:37]=[CH:38][CH:39]=3)[C:34]=2[CH:33]=[CH:32][CH:31]=1. The catalyst is O1CCOCC1.O. The product is [O:22]=[C:20]1[NH:19][C:18](=[O:23])[C:17](=[CH:16][C:13]2[CH:12]=[CH:11][C:10]([C:6]3[CH:7]=[CH:8][CH:9]=[C:4]([CH2:3][N:2]([CH3:1])[C:24](=[O:27])[O:25][CH2:43][CH:41]4[C:42]5[CH:30]=[CH:31][CH:32]=[CH:33][C:34]=5[C:35]5[C:40]4=[CH:39][CH:38]=[CH:37][CH:36]=5)[CH:5]=3)=[CH:15][CH:14]=2)[S:21]1. The yield is 1.00. (6) The reactants are [Cl:1][C:2]1[CH:3]=[C:4]2[C:9](=[CH:10][CH:11]=1)[N:8]=[CH:7][C:6]([N+:12]([O-:14])=[O:13])=[C:5]2O.C(N(CC)C(C)C)(C)C.O=P(Cl)(Cl)[Cl:27]. The catalyst is C(#N)C. The product is [Cl:27][C:5]1[C:4]2[C:9](=[CH:10][CH:11]=[C:2]([Cl:1])[CH:3]=2)[N:8]=[CH:7][C:6]=1[N+:12]([O-:14])=[O:13]. The yield is 0.770. (7) The reactants are [CH2:1]([O:4][C:5](=[O:27])[CH2:6][CH2:7][C:8]1[C:17]([CH3:18])=[C:16]2[C:11]([C:12]([CH3:21])([CH3:20])[CH2:13][C:14](=[O:19])[O:15]2)=[C:10]([CH3:22])[C:9]=1[O:23]COC)[CH:2]=[CH2:3].Br[Si](C)(C)C.C([O-])(O)=O.[Na+]. The catalyst is C(Cl)Cl. The product is [CH2:1]([O:4][C:5](=[O:27])[CH2:6][CH2:7][C:8]1[C:17]([CH3:18])=[C:16]2[C:11]([C:12]([CH3:20])([CH3:21])[CH2:13][C:14](=[O:19])[O:15]2)=[C:10]([CH3:22])[C:9]=1[OH:23])[CH:2]=[CH2:3]. The yield is 0.760.